From a dataset of Forward reaction prediction with 1.9M reactions from USPTO patents (1976-2016). Predict the product of the given reaction. (1) Given the reactants O.NN.O=C1C2C(=CC=CC=2)C(=O)[N:6]1[CH2:15][C@@H:16]([NH:28][C:29](=[O:42])[C:30]1[CH:35]=[CH:34][C:33]([C:36]2[N:40]([CH3:41])[N:39]=[CH:38][N:37]=2)=[CH:32][CH:31]=1)[CH2:17][C:18]1[CH:23]=[CH:22][CH:21]=[CH:20][C:19]=1[C:24]([F:27])([F:26])[F:25], predict the reaction product. The product is: [NH2:6][CH2:15][C@@H:16]([NH:28][C:29](=[O:42])[C:30]1[CH:35]=[CH:34][C:33]([C:36]2[N:40]([CH3:41])[N:39]=[CH:38][N:37]=2)=[CH:32][CH:31]=1)[CH2:17][C:18]1[CH:23]=[CH:22][CH:21]=[CH:20][C:19]=1[C:24]([F:27])([F:26])[F:25]. (2) Given the reactants Br[CH2:2][CH2:3][O:4][C:5]1[CH:10]=[CH:9][C:8]([CH2:11][C@H:12]([NH:17][C:18]([O:20][C:21]([CH3:24])([CH3:23])[CH3:22])=[O:19])[C:13]([O:15][CH3:16])=[O:14])=[CH:7][CH:6]=1.[N-:25]=[N+:26]=[N-:27].[Na+], predict the reaction product. The product is: [N:25]([CH2:2][CH2:3][O:4][C:5]1[CH:10]=[CH:9][C:8]([CH2:11][C@H:12]([NH:17][C:18]([O:20][C:21]([CH3:24])([CH3:23])[CH3:22])=[O:19])[C:13]([O:15][CH3:16])=[O:14])=[CH:7][CH:6]=1)=[N+:26]=[N-:27]. (3) Given the reactants [C:1]([C:5]1[CH:6]=[CH:7][C:8]([CH3:41])=[C:9]([CH:40]=1)[O:10][C:11]1[S:12][CH:13]=[C:14]([C:16]([NH:18][C:19]2[C:20]([O:38][CH3:39])=[N:21][C:22]([NH:27][CH2:28][CH2:29][O:30][Si](C(C)(C)C)(C)C)=[N:23][C:24]=2[O:25][CH3:26])=[O:17])[N:15]=1)([CH3:4])([CH3:3])[CH3:2].O1CCCC1.O, predict the reaction product. The product is: [C:1]([C:5]1[CH:6]=[CH:7][C:8]([CH3:41])=[C:9]([CH:40]=1)[O:10][C:11]1[S:12][CH:13]=[C:14]([C:16]([NH:18][C:19]2[C:20]([O:38][CH3:39])=[N:21][C:22]([NH:27][CH2:28][CH2:29][OH:30])=[N:23][C:24]=2[O:25][CH3:26])=[O:17])[N:15]=1)([CH3:4])([CH3:3])[CH3:2].